From a dataset of Forward reaction prediction with 1.9M reactions from USPTO patents (1976-2016). Predict the product of the given reaction. (1) Given the reactants [H-].[Na+].[Cl:3][C:4]1[CH:5]=[C:6]([CH:17]=[C:18]([Cl:20])[CH:19]=1)[O:7][C:8]1[C:9]([CH2:15][CH3:16])=[N:10][NH:11][C:12]=1[CH2:13][CH3:14].[CH3:21][O:22][CH2:23][CH2:24]Br.[H][H], predict the reaction product. The product is: [Cl:3][C:4]1[CH:5]=[C:6]([CH:17]=[C:18]([Cl:20])[CH:19]=1)[O:7][C:8]1[C:12]([CH2:13][CH3:14])=[N:11][N:10]([CH2:24][CH2:23][O:22][CH3:21])[C:9]=1[CH2:15][CH3:16]. (2) Given the reactants [Br:1][C:2]1[CH:10]=[CH:9][C:5]([C:6](O)=[O:7])=[C:4]([F:11])[CH:3]=1.C(Cl)(=O)C(Cl)=O.[CH2:18]([N:20](CC)[CH2:21]C)C.CNC, predict the reaction product. The product is: [Br:1][C:2]1[CH:10]=[CH:9][C:5]([C:6]([N:20]([CH3:21])[CH3:18])=[O:7])=[C:4]([F:11])[CH:3]=1. (3) Given the reactants [NH2:1][C@H:2]1[CH2:11][C:10]2[C:9]([N:12]3[CH2:17][CH2:16][N:15](C(OC(C)(C)C)=O)[CH2:14][CH2:13]3)=[CH:8][CH:7]=[C:6]([CH3:25])[C:5]=2[CH2:4][CH2:3]1.[Cl:26][C:27]1[CH:36]=[CH:35][CH:34]=[C:33]2[C:28]=1[CH:29]=[CH:30][C:31]([S:37](Cl)(=[O:39])=[O:38])=[CH:32]2.CCN(C(C)C)C(C)C.C(O)(C(F)(F)F)=O, predict the reaction product. The product is: [Cl:26][C:27]1[CH:36]=[CH:35][CH:34]=[C:33]2[C:28]=1[CH:29]=[CH:30][C:31]([S:37]([NH:1][C@@H:2]1[CH2:3][CH2:4][C:5]3[C:10](=[C:9]([N:12]4[CH2:13][CH2:14][NH:15][CH2:16][CH2:17]4)[CH:8]=[CH:7][C:6]=3[CH3:25])[CH2:11]1)(=[O:38])=[O:39])=[CH:32]2.